From a dataset of Reaction yield outcomes from USPTO patents with 853,638 reactions. Predict the reaction yield, written as a fraction of the theoretical maximum amount of product (1.0 means a 100% yield; for example, 0.34 means a 34% yield). (1) The reactants are [NH2:1][C@@H:2]([CH3:9])[CH2:3][C:4]([O:6][CH2:7]C)=[O:5].[OH-].[Na+].[C:12]([O:16][CH2:17]C)(=[O:15])[CH:13]=[CH2:14].[CH3:19][C:20]([O:23][C:24](O[C:24]([O:23][C:20]([CH3:22])([CH3:21])[CH3:19])=[O:25])=[O:25])([CH3:22])[CH3:21]. The catalyst is CO. The product is [C:20]([O:23][C:24]([N:1]([CH2:14][CH2:13][C:12]([O:16][CH3:17])=[O:15])[C@@H:2]([CH3:9])[CH2:3][C:4]([O:6][CH3:7])=[O:5])=[O:25])([CH3:22])([CH3:21])[CH3:19]. The yield is 0.460. (2) The yield is 0.380. The reactants are [Cl:1][C:2]1[CH:11]=[CH:10][C:9]2[NH:8][C:7](=O)[C:6]3=[N:13][O:14][CH:15]=[C:5]3[C:4]=2[CH:3]=1.C(N(CC)C(C)C)(C)C.O=P(Cl)(Cl)[Cl:27]. No catalyst specified. The product is [Cl:27][C:7]1[C:6]2=[N:13][O:14][CH:15]=[C:5]2[C:4]2[CH:3]=[C:2]([Cl:1])[CH:11]=[CH:10][C:9]=2[N:8]=1. (3) The reactants are [CH2:1]([NH:3][C:4]([C:6]1[CH:7]=[C:8]([CH:13]=[CH:14][N:15]=1)[C:9]([O:11]C)=[O:10])=[O:5])[CH3:2].[OH-].[Na+].Cl. The catalyst is CO. The product is [CH2:1]([NH:3][C:4]([C:6]1[CH:7]=[C:8]([CH:13]=[CH:14][N:15]=1)[C:9]([OH:11])=[O:10])=[O:5])[CH3:2]. The yield is 1.00. (4) The yield is 0.450. The catalyst is O.C(OCC)(=O)C. The reactants are [OH:1][C:2]([CH3:40])([CH3:39])[CH2:3][O:4][C@H:5]1[CH2:10][CH2:9][C@H:8]([N:11]2[C:16](=[O:17])[C:15]([CH2:18][C:19]3[CH:24]=[CH:23][C:22]([C:25]4[C:26]([C:31]#[N:32])=[CH:27][CH:28]=[CH:29][CH:30]=4)=[CH:21][CH:20]=3)=[C:14]([CH2:33][CH2:34][CH3:35])[N:13]3[N:36]=[CH:37][CH:38]=[C:12]23)[CH2:7][CH2:6]1.C[Si]([N:45]=[N+:46]=[N-:47])(C)C.C([Sn](=O)CCCC)CCC.C1(C)C=CC=CC=1. The product is [OH:1][C:2]([CH3:39])([CH3:40])[CH2:3][O:4][C@H:5]1[CH2:10][CH2:9][C@H:8]([N:11]2[C:16](=[O:17])[C:15]([CH2:18][C:19]3[CH:24]=[CH:23][C:22]([C:25]4[CH:30]=[CH:29][CH:28]=[CH:27][C:26]=4[C:31]4[NH:47][N:46]=[N:45][N:32]=4)=[CH:21][CH:20]=3)=[C:14]([CH2:33][CH2:34][CH3:35])[N:13]3[N:36]=[CH:37][CH:38]=[C:12]23)[CH2:7][CH2:6]1. (5) The reactants are I[C:2]1[CH:28]=[CH:27][C:5]([CH2:6][O:7][C:8]2[CH:9]=[N:10][C:11]([N:14]3[CH2:19][CH2:18][N:17]([C:20]([O:22][C:23]([CH3:26])([CH3:25])[CH3:24])=[O:21])[CH2:16][CH2:15]3)=[N:12][CH:13]=2)=[CH:4][CH:3]=1.CNCCNC.[CH2:35]([S:37]([O-:39])=[O:38])[CH3:36].[Na+]. The catalyst is CS(C)=O.FC(F)(F)S(O[Cu])(=O)=O. The product is [CH2:35]([S:37]([C:2]1[CH:28]=[CH:27][C:5]([CH2:6][O:7][C:8]2[CH:9]=[N:10][C:11]([N:14]3[CH2:19][CH2:18][N:17]([C:20]([O:22][C:23]([CH3:26])([CH3:25])[CH3:24])=[O:21])[CH2:16][CH2:15]3)=[N:12][CH:13]=2)=[CH:4][CH:3]=1)(=[O:39])=[O:38])[CH3:36]. The yield is 0.910. (6) The reactants are [C:1]([C:5]1[C:10]([F:11])=[C:9]([NH:12]C(C2C=CC=CC=2)(C2C=CC=CC=2)C2C=CC=CC=2)[CH:8]=[C:7]([CH:32](OCC)[O:33]CC)[N:6]=1)([CH3:4])([CH3:3])[CH3:2].OS(O)(=O)=O.CC#N. The catalyst is O. The product is [NH2:12][C:9]1[C:10]([F:11])=[C:5]([C:1]([CH3:2])([CH3:4])[CH3:3])[N:6]=[C:7]([CH:32]=[O:33])[CH:8]=1. The yield is 0.732. (7) The reactants are Cl[C:2]1[N:7]=[CH:6][N:5]=[C:4]([NH:8][CH2:9][CH:10]([C:12]2[CH:17]=[CH:16][CH:15]=[CH:14][C:13]=2[O:18][CH3:19])[CH3:11])[CH:3]=1.[CH3:20][N:21]1[CH2:26][CH2:25][N:24]([C:27]2[CH:32]=[CH:31][C:30](B3OC(C)(C)C(C)(C)O3)=[CH:29][N:28]=2)[CH2:23][CH2:22]1.C1(P(C2CCCCC2)C2C=CC=CC=2C2C(OC)=C(S(O[Na])(=O)=O)C=CC=2OC)CCCCC1.C([O-])([O-])=O.[Na+].[Na+]. The catalyst is CC(O)C.CC([O-])=O.CC([O-])=O.[Pd+2]. The product is [CH3:19][O:18][C:13]1[CH:14]=[CH:15][CH:16]=[CH:17][C:12]=1[CH:10]([CH3:11])[CH2:9][NH:8][C:4]1[CH:3]=[C:2]([C:30]2[CH:29]=[N:28][C:27]([N:24]3[CH2:23][CH2:22][N:21]([CH3:20])[CH2:26][CH2:25]3)=[CH:32][CH:31]=2)[N:7]=[CH:6][N:5]=1. The yield is 0.420.